This data is from Catalyst prediction with 721,799 reactions and 888 catalyst types from USPTO. The task is: Predict which catalyst facilitates the given reaction. (1) Reactant: [C:1]([CH2:3][CH2:4][C@H:5]([C:14]1[C:18]([CH:19]2[CH2:21][CH2:20]2)=[C:17]([CH:22]2[CH2:25][CH:24]([CH2:26][CH:27]([CH3:29])[CH3:28])[CH2:23]2)[O:16][N:15]=1)[CH2:6][C:7]([O:9]C(C)(C)C)=[O:8])#[N:2].FC(F)(F)C(O)=O. Product: [C:1]([CH2:3][CH2:4][C@H:5]([C:14]1[C:18]([CH:19]2[CH2:20][CH2:21]2)=[C:17]([CH:22]2[CH2:23][CH:24]([CH2:26][CH:27]([CH3:29])[CH3:28])[CH2:25]2)[O:16][N:15]=1)[CH2:6][C:7]([OH:9])=[O:8])#[N:2]. The catalyst class is: 22. (2) Reactant: Br[CH2:2][C:3]1[N:8]=[C:7]([Cl:9])[C:6]([Cl:10])=[CH:5][CH:4]=1.[C-:11]#[N:12].[Na+]. Product: [Cl:10][C:6]1[CH:5]=[CH:4][C:3]([CH2:2][C:11]#[N:12])=[N:8][C:7]=1[Cl:9]. The catalyst class is: 6. (3) Reactant: [CH:1]([N:4]1[C:13]2[C:8](=[C:9]([CH3:14])[CH:10]=[CH:11][CH:12]=2)[CH:7]=[C:6]([C:15]([NH:17][CH2:18][CH:19]2[CH2:24][CH2:23][NH:22][CH2:21][CH2:20]2)=[O:16])[C:5]1=[O:25])([CH3:3])[CH3:2].I[CH2:27][CH:28]1[CH2:33][CH2:32][N:31]([C:34]([O:36][C:37]([CH3:40])([CH3:39])[CH3:38])=[O:35])[CH2:30][CH2:29]1.C(=O)([O-])[O-].[K+].[K+].O. Product: [CH:1]([N:4]1[C:13]2[C:8](=[C:9]([CH3:14])[CH:10]=[CH:11][CH:12]=2)[CH:7]=[C:6]([C:15]([NH:17][CH2:18][CH:19]2[CH2:24][CH2:23][N:22]([CH2:27][CH:28]3[CH2:33][CH2:32][N:31]([C:34]([O:36][C:37]([CH3:38])([CH3:40])[CH3:39])=[O:35])[CH2:30][CH2:29]3)[CH2:21][CH2:20]2)=[O:16])[C:5]1=[O:25])([CH3:3])[CH3:2]. The catalyst class is: 9. (4) Reactant: [CH3:1][O:2][C:3]([C:5]([C:7]1[CH:8]=[N:9][N:10]2[CH2:15][C@H:14]([CH3:16])[N:13]([C:17]([O:19][C:20]([CH3:23])([CH3:22])[CH3:21])=[O:18])[CH2:12][C:11]=12)=[CH2:6])=[O:4].[N+:24]([CH3:27])([O-:26])=[O:25].C1CCN2C(=NCCC2)CC1. Product: [CH3:1][O:2][C:3]([CH:5]([C:7]1[CH:8]=[N:9][N:10]2[CH2:15][C@H:14]([CH3:16])[N:13]([C:17]([O:19][C:20]([CH3:22])([CH3:21])[CH3:23])=[O:18])[CH2:12][C:11]=12)[CH2:6][CH2:27][N+:24]([O-:26])=[O:25])=[O:4]. The catalyst class is: 1. (5) Reactant: [CH2:1]([O:8][C:9]1[CH:14]=[CH:13][C:12]([C:15](=[O:17])[CH3:16])=[C:11]([OH:18])[CH:10]=1)[C:2]1[CH:7]=[CH:6][CH:5]=[CH:4][CH:3]=1.Cl[CH2:20][O:21][CH3:22].CC(C)([O-])C.[K+].O. Product: [CH2:1]([O:8][C:9]1[CH:14]=[CH:13][C:12]([C:15](=[O:17])[CH3:16])=[C:11]([O:18][CH2:20][O:21][CH3:22])[CH:10]=1)[C:2]1[CH:3]=[CH:4][CH:5]=[CH:6][CH:7]=1. The catalyst class is: 7. (6) Reactant: [Cl:1][C:2]1[N:7]=[C:6]([NH2:8])[CH:5]=[N:4][CH:3]=1.[C:9](Cl)(=[O:11])[CH3:10]. Product: [Cl:1][C:2]1[N:7]=[C:6]([NH:8][C:9](=[O:11])[CH3:10])[CH:5]=[N:4][CH:3]=1. The catalyst class is: 34. (7) Reactant: [CH3:1][C:2]1[S:3][CH:4]=[C:5]([C:7]([O:9][CH2:10][CH3:11])=[O:8])[N:6]=1.[Br:12]N1C(=O)CCC1=O.N(C(C)(C)C#N)=NC(C)(C)C#N. Product: [Br:12][CH2:1][C:2]1[S:3][CH:4]=[C:5]([C:7]([O:9][CH2:10][CH3:11])=[O:8])[N:6]=1. The catalyst class is: 53. (8) Reactant: B.O1CCCC1.[Cl:7][C:8]1[C:16]([O:17][CH3:18])=[CH:15][C:11]([C:12](O)=[O:13])=[C:10]([F:19])[CH:9]=1.O. Product: [Cl:7][C:8]1[C:16]([O:17][CH3:18])=[CH:15][C:11]([CH2:12][OH:13])=[C:10]([F:19])[CH:9]=1. The catalyst class is: 7.